Task: Regression. Given two drug SMILES strings and cell line genomic features, predict the synergy score measuring deviation from expected non-interaction effect.. Dataset: NCI-60 drug combinations with 297,098 pairs across 59 cell lines (1) Drug 1: CN(C)N=NC1=C(NC=N1)C(=O)N. Drug 2: CC(C1=C(C=CC(=C1Cl)F)Cl)OC2=C(N=CC(=C2)C3=CN(N=C3)C4CCNCC4)N. Cell line: OVCAR-8. Synergy scores: CSS=3.26, Synergy_ZIP=-0.144, Synergy_Bliss=3.14, Synergy_Loewe=-1.69, Synergy_HSA=0.472. (2) Drug 2: CC1=C(C=C(C=C1)C(=O)NC2=CC(=CC(=C2)C(F)(F)F)N3C=C(N=C3)C)NC4=NC=CC(=N4)C5=CN=CC=C5. Drug 1: CNC(=O)C1=CC=CC=C1SC2=CC3=C(C=C2)C(=NN3)C=CC4=CC=CC=N4. Synergy scores: CSS=2.42, Synergy_ZIP=0.529, Synergy_Bliss=0.449, Synergy_Loewe=-2.46, Synergy_HSA=-1.51. Cell line: SK-OV-3. (3) Drug 1: CN(C)C(=N)N=C(N)N. Drug 2: C1CC(CNC1)C2=CC=C(C=C2)N3C=C4C=CC=C(C4=N3)C(=O)N. Cell line: SW-620. Synergy scores: CSS=37.9, Synergy_ZIP=3.47, Synergy_Bliss=1.45, Synergy_Loewe=-30.7, Synergy_HSA=1.08.